The task is: Predict the product of the given reaction.. This data is from Forward reaction prediction with 1.9M reactions from USPTO patents (1976-2016). (1) Given the reactants [CH3:1][C:2]1[C:7]([CH3:8])=[CH:6][CH:5]=[CH:4][C:3]=1[N:9]1[CH2:14][CH2:13][N:12]([CH2:15][CH2:16][NH2:17])[CH2:11][CH2:10]1.[CH2:18]([C:21]1[N:25]([C:26]2[CH:31]=[CH:30][CH:29]=[CH:28][CH:27]=2)[N:24]=[C:23]([CH:32]=O)[CH:22]=1)[CH2:19][CH3:20], predict the reaction product. The product is: [CH3:1][C:2]1[C:7]([CH3:8])=[CH:6][CH:5]=[CH:4][C:3]=1[N:9]1[CH2:10][CH2:11][N:12]([CH2:15][CH2:16][NH:17][CH2:32][C:23]2[CH:22]=[C:21]([CH2:18][CH2:19][CH3:20])[N:25]([C:26]3[CH:31]=[CH:30][CH:29]=[CH:28][CH:27]=3)[N:24]=2)[CH2:13][CH2:14]1. (2) Given the reactants [OH:1][C@@H:2]([C@H:4]1[CH2:8][N:7]([C@H:9]([C:11]2[CH:16]=[CH:15][C:14]([O:17][CH3:18])=[CH:13][CH:12]=2)[CH3:10])[C:6](=[O:19])[CH2:5]1)[CH3:3].[C:20]([N:24]1[CH:28]=[C:27]([C:29]2[N:34]=[C:33](Cl)[C:32]3=[CH:36][N:37]([CH3:39])[N:38]=[C:31]3[CH:30]=2)[CH:26]=[N:25]1)([CH3:23])([CH3:22])[CH3:21].[H-].[Na+].Cl, predict the reaction product. The product is: [C:20]([N:24]1[CH:28]=[C:27]([C:29]2[N:34]=[C:33]([O:1][C@@H:2]([C@H:4]3[CH2:8][N:7]([C@H:9]([C:11]4[CH:12]=[CH:13][C:14]([O:17][CH3:18])=[CH:15][CH:16]=4)[CH3:10])[C:6](=[O:19])[CH2:5]3)[CH3:3])[C:32]3=[CH:36][N:37]([CH3:39])[N:38]=[C:31]3[CH:30]=2)[CH:26]=[N:25]1)([CH3:23])([CH3:22])[CH3:21]. (3) Given the reactants [C:1]([O:5][C:6](=[O:20])[NH:7][C@H:8]([CH2:13][C:14]1[CH:19]=[CH:18][CH:17]=[CH:16][CH:15]=1)[C@@H:9]([OH:12])[CH2:10][NH2:11])([CH3:4])([CH3:3])[CH3:2].[C:21]1(=O)[O:26][C:24](=[O:25])[C:23]2=[CH:27][CH:28]=[CH:29][CH:30]=[C:22]12.CCN(CC)CC, predict the reaction product. The product is: [C:1]([O:5][C:6](=[O:20])[NH:7][C@@H:8]([CH2:13][C:14]1[CH:15]=[CH:16][CH:17]=[CH:18][CH:19]=1)[C@H:9]([OH:12])[CH2:10][N:11]1[C:24](=[O:25])[C:23]2[C:22](=[CH:30][CH:29]=[CH:28][CH:27]=2)[C:21]1=[O:26])([CH3:4])([CH3:2])[CH3:3].